From a dataset of Full USPTO retrosynthesis dataset with 1.9M reactions from patents (1976-2016). Predict the reactants needed to synthesize the given product. The reactants are: Cl.[F:2][C:3]1[CH:4]=[C:5]([CH:33]=[C:34]([F:36])[CH:35]=1)[CH2:6][C@H:7]([NH:25]C(=O)OC(C)(C)C)[C@H:8]([OH:24])[CH2:9][NH:10][CH:11]1[C:20]2[C:15](=[CH:16][CH:17]=[C:18]([CH2:21][CH3:22])[CH:19]=2)[N:14]([CH3:23])[CH2:13][CH2:12]1. Given the product [NH2:25][C@@H:7]([CH2:6][C:5]1[CH:4]=[C:3]([F:2])[CH:35]=[C:34]([F:36])[CH:33]=1)[C@H:8]([OH:24])[CH2:9][NH:10][CH:11]1[C:20]2[C:15](=[CH:16][CH:17]=[C:18]([CH2:21][CH3:22])[CH:19]=2)[N:14]([CH3:23])[CH2:13][CH2:12]1, predict the reactants needed to synthesize it.